From a dataset of Catalyst prediction with 721,799 reactions and 888 catalyst types from USPTO. Predict which catalyst facilitates the given reaction. (1) Reactant: C([O:8][C:9]1[C:14]2[C:15]([NH:25][C:26]3[CH:38]=[CH:37][C:29]4[S:30](=[O:36])(=[O:35])[C:31]([CH3:34])([CH3:33])[CH2:32][C:28]=4[CH:27]=3)=[N:16][N:17]([C@H:18]([CH:22]3[CH2:24][CH2:23]3)[CH2:19][C:20]#[N:21])[C:13]=2[CH:12]=[CH:11][N:10]=1)C1C=CC=CC=1. Product: [CH:22]1([C@@H:18]([N:17]2[C:13]3[CH:12]=[CH:11][NH:10][C:9](=[O:8])[C:14]=3[C:15]([NH:25][C:26]3[CH:38]=[CH:37][C:29]4[S:30](=[O:36])(=[O:35])[C:31]([CH3:34])([CH3:33])[CH2:32][C:28]=4[CH:27]=3)=[N:16]2)[CH2:19][C:20]#[N:21])[CH2:24][CH2:23]1. The catalyst class is: 43. (2) Reactant: [CH2:1]([N:3]1[C:7]([CH2:8]O)=[C:6]([CH3:10])[N:5]=[CH:4]1)[CH3:2].S(Cl)([Cl:13])=O. Product: [ClH:13].[Cl:13][CH2:8][C:7]1[N:3]([CH2:1][CH3:2])[CH:4]=[N:5][C:6]=1[CH3:10]. The catalyst class is: 4. (3) Reactant: [Cl:1][C:2]1[CH:7]=[CH:6][C:5]([C@H:8]([CH:13]2[CH2:15][CH2:14]2)[C:9](OC)=[O:10])=[CH:4][CH:3]=1.[H-].C([Al+]CC(C)C)C(C)C. Product: [Cl:1][C:2]1[CH:3]=[CH:4][C:5]([C@H:8]([CH:13]2[CH2:15][CH2:14]2)[CH2:9][OH:10])=[CH:6][CH:7]=1. The catalyst class is: 2. (4) Reactant: [C:1](=[O:4])([O-])[O-].[K+].[K+].[Cl:7][C:8]1[CH:9]=[C:10]([C:14]2[N:15]=[CH:16][C:17]3[CH2:18][CH2:19][C:20]([CH3:31])([CH3:30])[C:21]4([C:27](=[O:28])[NH:26][C:25](=O)[NH:24]4)[C:22]=3[CH:23]=2)[CH:11]=[CH:12][CH:13]=1.CN(C)C=O.IC. Product: [Cl:7][C:8]1[CH:9]=[C:10]([C:14]2[N:15]=[CH:16][C:17]3[CH2:18][CH2:19][C:20]([CH3:31])([CH3:30])[C:21]4([C:27](=[O:28])[N:26]([CH3:25])[C:1](=[O:4])[NH:24]4)[C:22]=3[CH:23]=2)[CH:11]=[CH:12][CH:13]=1. The catalyst class is: 6.